Task: Regression. Given a peptide amino acid sequence and an MHC pseudo amino acid sequence, predict their binding affinity value. This is MHC class II binding data.. Dataset: Peptide-MHC class II binding affinity with 134,281 pairs from IEDB The MHC is DRB1_0101 with pseudo-sequence DRB1_0101. The binding affinity (normalized) is 0.503. The peptide sequence is IGEGKVTLRIRNVRF.